This data is from Forward reaction prediction with 1.9M reactions from USPTO patents (1976-2016). The task is: Predict the product of the given reaction. (1) Given the reactants [C:1]([O:5][C:6]([N:8]1[CH2:13][CH2:12][CH2:11][C@@H:10]([C:14]([OH:16])=O)[N:9]1[C:17]([O:19][C:20]([CH3:23])([CH3:22])[CH3:21])=[O:18])=[O:7])([CH3:4])([CH3:3])[CH3:2].C([N:27](C(C)C)CC)(C)C.[CH2:33](N)[CH2:34][C:35]1[CH:40]=[CH:39][CH:38]=[CH:37][CH:36]=1.C1C=CC2N(O)N=NC=2C=1.CN(C(ON1N=NC2C=CC=CC1=2)=[N+](C)C)C.F[P-](F)(F)(F)(F)F, predict the reaction product. The product is: [C:1]([O:5][C:6]([N:8]1[CH2:13][CH2:12][CH2:11][C@:10]([C:14](=[O:16])[NH2:27])([CH2:33][CH2:34][C:35]2[CH:40]=[CH:39][CH:38]=[CH:37][CH:36]=2)[N:9]1[C:17]([O:19][C:20]([CH3:22])([CH3:23])[CH3:21])=[O:18])=[O:7])([CH3:3])([CH3:2])[CH3:4]. (2) Given the reactants [Cl:1][C:2]1[CH:3]=[CH:4][C:5]([N:15]2[CH:19]=[C:18]([Cl:20])[N:17]=[N:16]2)=[C:6]([C:8]2[N:13]=[CH:12][N:11]=[C:10]([OH:14])[CH:9]=2)[CH:7]=1.[B-](F)(F)(F)[F:22].[B-](F)(F)(F)F.C1[N+]2(CCl)CC[N+](F)(CC2)C1.CN(C=O)C, predict the reaction product. The product is: [Cl:1][C:2]1[CH:3]=[CH:4][C:5]([N:15]2[CH:19]=[C:18]([Cl:20])[N:17]=[N:16]2)=[C:6]([C:8]2[N:13]=[CH:12][N:11]=[C:10]([OH:14])[C:9]=2[F:22])[CH:7]=1. (3) Given the reactants [NH2:1][C:2]1[C:7]([F:8])=[CH:6][N:5]=[C:4]([O:9][CH2:10][C:11]2[CH:12]=[C:13]([CH:16]=[CH:17][CH:18]=2)[C:14]#[N:15])[N:3]=1.[F:19][C:20]1[CH:29]=[CH:28][CH:27]=[CH:26][C:21]=1[CH2:22][N:23]=[C:24]=[O:25].[Li+].C[Si]([N-][Si](C)(C)C)(C)C.[NH4+].[Cl-], predict the reaction product. The product is: [C:14]([C:13]1[CH:12]=[C:11]([CH:18]=[CH:17][CH:16]=1)[CH2:10][O:9][C:4]1[N:3]=[C:2]([NH:1][C:24]([NH:23][CH2:22][C:21]2[CH:26]=[CH:27][CH:28]=[CH:29][C:20]=2[F:19])=[O:25])[C:7]([F:8])=[CH:6][N:5]=1)#[N:15]. (4) Given the reactants [F:1][C:2]1[CH:3]=[C:4]([N+:19]([O-:21])=[O:20])[C:5]([NH:9][C@H:10]([C:12]2[CH:17]=[CH:16][C:15]([F:18])=[CH:14][N:13]=2)[CH3:11])=[N:6][C:7]=1F.[CH2:22]([O:24][C:25]1[NH:29][N:28]=[C:27]([NH2:30])[CH:26]=1)[CH3:23], predict the reaction product. The product is: [CH2:22]([O:24][C:25]1[NH:29][N:28]=[C:27]([NH:30][C:7]2[C:2]([F:1])=[CH:3][C:4]([N+:19]([O-:21])=[O:20])=[C:5]([NH:9][C@H:10]([C:12]3[CH:17]=[CH:16][C:15]([F:18])=[CH:14][N:13]=3)[CH3:11])[N:6]=2)[CH:26]=1)[CH3:23]. (5) Given the reactants C12(CS(O)(=O)=O)C(C)(C)C(CC1)CC2=O.Cl[C:17]1[N:22]=[C:21]([NH:23][C:24]2[C:35]([F:36])=[CH:34][CH:33]=[CH:32][C:25]=2[C:26]([NH:28][CH2:29][C:30]#[CH:31])=[O:27])[C:20]([Cl:37])=[CH:19][N:18]=1.[NH2:38][C:39]1[CH:54]=[CH:53][C:42]2[N:43]([CH2:51][CH3:52])[CH2:44][C:45]([CH2:49][OH:50])([OH:48])[CH2:46][O:47][C:41]=2[CH:40]=1, predict the reaction product. The product is: [Cl:37][C:20]1[C:21]([NH:23][C:24]2[C:35]([F:36])=[CH:34][CH:33]=[CH:32][C:25]=2[C:26]([NH:28][CH2:29][C:30]#[CH:31])=[O:27])=[N:22][C:17]([NH:38][C:39]2[CH:54]=[CH:53][C:42]3[N:43]([CH2:51][CH3:52])[CH2:44][C:45]([OH:48])([CH2:49][OH:50])[CH2:46][O:47][C:41]=3[CH:40]=2)=[N:18][CH:19]=1. (6) Given the reactants [NH2:1][C@@H:2]([C:5]1[C:6]([F:30])=[C:7]([C:12]([C:14]2[CH:15]=[CH:16][C:17]([N:20]3[CH:24]=[C:23]([C:25](OCC)=[O:26])[CH:22]=[N:21]3)=[N:18][CH:19]=2)=[O:13])[C:8]([Cl:11])=[CH:9][CH:10]=1)[CH2:3][CH3:4].CC(C[AlH]CC(C)C)C.C1COCC1, predict the reaction product. The product is: [NH2:1][C@@H:2]([C:5]1[C:6]([F:30])=[C:7]([C:12]([C:14]2[CH:15]=[CH:16][C:17]([N:20]3[CH:24]=[C:23]([CH2:25][OH:26])[CH:22]=[N:21]3)=[N:18][CH:19]=2)=[O:13])[C:8]([Cl:11])=[CH:9][CH:10]=1)[CH2:3][CH3:4].